The task is: Predict the reactants needed to synthesize the given product.. This data is from Full USPTO retrosynthesis dataset with 1.9M reactions from patents (1976-2016). Given the product [CH:1]1([C:4]2[NH:8][N:7]=[C:6]([NH:9][C:10]3[N:11]=[C:12]4[N:20]([C@H:21]([C:23]5[CH:28]=[CH:27][C:26]([F:29])=[CH:25][N:24]=5)[CH3:22])[CH:32]=[N:17][C:13]4=[CH:14][C:15]=3[F:16])[CH:5]=2)[CH2:3][CH2:2]1, predict the reactants needed to synthesize it. The reactants are: [CH:1]1([C:4]2[NH:8][N:7]=[C:6]([NH:9][C:10]3[C:15]([F:16])=[CH:14][C:13]([N+:17]([O-])=O)=[C:12]([NH:20][C@H:21]([C:23]4[CH:28]=[CH:27][C:26]([F:29])=[CH:25][N:24]=4)[CH3:22])[N:11]=3)[CH:5]=2)[CH2:3][CH2:2]1.[NH4+].[Cl-].[C:32](O)(=O)C.C(N)=N.